This data is from Reaction yield outcomes from USPTO patents with 853,638 reactions. The task is: Predict the reaction yield, written as a fraction of the theoretical maximum amount of product (1.0 means a 100% yield; for example, 0.34 means a 34% yield). (1) The reactants are [CH3:1][N:2]([CH2:18][C@:19]1([CH3:30])[O:23][C:22]2=[N:24][C:25]([N+:27]([O-:29])=[O:28])=[CH:26][N:21]2[CH2:20]1)[CH2:3][CH2:4][N:5]1[CH2:10][CH2:9][N:8]([C:11](OC(C)(C)C)=O)[CH2:7][CH2:6]1.FC(F)(F)C(O)=O.[F:38][C:39]([F:49])([F:48])[C:40]1[CH:47]=[CH:46][C:43](C=O)=[CH:42][CH:41]=1.[B-]C#N.[Na+].C(=O)([O-])O.[Na+]. The catalyst is C(Cl)Cl.C(O)(=O)C. The product is [CH3:1][N:2]([CH2:3][CH2:4][N:5]1[CH2:10][CH2:9][N:8]([CH2:11][C:43]2[CH:46]=[CH:47][C:40]([C:39]([F:49])([F:48])[F:38])=[CH:41][CH:42]=2)[CH2:7][CH2:6]1)[CH2:18][C@:19]1([CH3:30])[O:23][C:22]2=[N:24][C:25]([N+:27]([O-:29])=[O:28])=[CH:26][N:21]2[CH2:20]1. The yield is 0.680. (2) The reactants are Cl[C:2]1[N:7]=[C:6]([NH:8][C:9]([CH:11]2[CH2:13][CH2:12]2)=[O:10])[CH:5]=[N:4][C:3]=1[C:14]1[CH:19]=[CH:18][N:17]=[CH:16][CH:15]=1.C([Sn](CCCC)(CCCC)[C:25]1[O:29][C:28]([Si](C(C)C)(C(C)C)C(C)C)=[N:27][CH:26]=1)CCC. The catalyst is C1(C)C(C)=CC=CC=1.C1C=CC([P]([Pd]([P](C2C=CC=CC=2)(C2C=CC=CC=2)C2C=CC=CC=2)([P](C2C=CC=CC=2)(C2C=CC=CC=2)C2C=CC=CC=2)[P](C2C=CC=CC=2)(C2C=CC=CC=2)C2C=CC=CC=2)(C2C=CC=CC=2)C2C=CC=CC=2)=CC=1. The product is [O:29]1[C:25]([C:2]2[N:7]=[C:6]([NH:8][C:9]([CH:11]3[CH2:13][CH2:12]3)=[O:10])[CH:5]=[N:4][C:3]=2[C:14]2[CH:19]=[CH:18][N:17]=[CH:16][CH:15]=2)=[CH:26][N:27]=[CH:28]1. The yield is 0.350.